From a dataset of Peptide-MHC class I binding affinity with 185,985 pairs from IEDB/IMGT. Regression. Given a peptide amino acid sequence and an MHC pseudo amino acid sequence, predict their binding affinity value. This is MHC class I binding data. (1) The peptide sequence is GQQRSTLERTSKASL. The MHC is HLA-B15:03 with pseudo-sequence HLA-B15:03. The binding affinity (normalized) is 0.166. (2) The peptide sequence is SQLSLSMAR. The MHC is HLA-A11:01 with pseudo-sequence HLA-A11:01. The binding affinity (normalized) is 0.287. (3) The MHC is HLA-B35:01 with pseudo-sequence HLA-B35:01. The binding affinity (normalized) is 0.767. The peptide sequence is FPYIMGSVEL.